Dataset: Forward reaction prediction with 1.9M reactions from USPTO patents (1976-2016). Task: Predict the product of the given reaction. (1) Given the reactants Cl.[Cl:2][C:3]1[CH:8]=[CH:7][C:6]([C:9]2[CH:10]=[C:11]([CH:16]=[CH:17][N:18]=2)[C:12]([O:14][CH3:15])=[O:13])=[C:5]([F:19])[CH:4]=1, predict the reaction product. The product is: [ClH:2].[Cl:2][C:3]1[CH:8]=[CH:7][C:6]([CH:9]2[CH2:10][CH:11]([C:12]([O:14][CH3:15])=[O:13])[CH2:16][CH2:17][NH:18]2)=[C:5]([F:19])[CH:4]=1. (2) Given the reactants [CH:1]1([CH2:6][CH2:7][C:8]2[C:12]3[CH:13]=[CH:14][CH:15]=[CH:16][C:11]=3[O:10][C:9]=2[C:17]2[CH:18]=[C:19]3[C:24](=[CH:25][CH:26]=2)[CH:23]=[C:22]([OH:27])[CH:21]=[CH:20]3)[CH2:5][CH2:4][CH2:3][CH2:2]1.[Br:28]Br.C([O-])(=O)C.[K+], predict the reaction product. The product is: [Br:28][C:23]1[C:24]2[C:19](=[CH:18][C:17]([C:9]3[O:10][C:11]4[CH:16]=[CH:15][CH:14]=[CH:13][C:12]=4[C:8]=3[CH2:7][CH2:6][CH:1]3[CH2:5][CH2:4][CH2:3][CH2:2]3)=[CH:26][CH:25]=2)[CH:20]=[CH:21][C:22]=1[OH:27]. (3) Given the reactants Cl[C:2]1[C:7]([C:8]#[N:9])=[CH:6][CH:5]=[C:4]([C:10]2[CH:15]=[CH:14][C:13]([Cl:16])=[CH:12][C:11]=2[Cl:17])[N:3]=1.Cl.[NH2:19][C:20]1[C:25]([C:26](=[O:31])[C:27]([F:30])([F:29])[F:28])=[CH:24][CH:23]=[C:22]([NH:32][CH:33]2[CH2:38][CH2:37][CH2:36][NH:35][CH2:34]2)[N:21]=1.C(N(CC)C(C)C)(C)C, predict the reaction product. The product is: [NH2:19][C:20]1[N:21]=[C:22]([NH:32][CH:33]2[CH2:38][CH2:37][CH2:36][N:35]([C:2]3[C:7]([C:8]#[N:9])=[CH:6][CH:5]=[C:4]([C:10]4[CH:15]=[CH:14][C:13]([Cl:16])=[CH:12][C:11]=4[Cl:17])[N:3]=3)[CH2:34]2)[CH:23]=[CH:24][C:25]=1[C:26](=[O:31])[C:27]([F:30])([F:29])[F:28]. (4) Given the reactants [Br:1][C:2]1[CH:3]=[N:4][CH:5]=[C:6]([C:8]#[N:9])[CH:7]=1.[N-:10]=[N+:11]=[N-:12].[Na+].C(N(CC)CC)C, predict the reaction product. The product is: [Br:1][C:2]1[CH:3]=[N:4][CH:5]=[C:6]([C:8]2[N:10]=[N:11][NH:12][N:9]=2)[CH:7]=1. (5) Given the reactants C([Li])CCC.[Cl:6][C:7]1[CH:12]=[CH:11][CH:10]=[C:9]([C:13]#[CH:14])[CH:8]=1.[C:15]([O:19][C:20]([N:22]1[CH2:26][CH2:25][C:24](=[O:27])[CH2:23]1)=[O:21])([CH3:18])([CH3:17])[CH3:16], predict the reaction product. The product is: [C:15]([O:19][C:20]([N:22]1[CH2:26][CH2:25][C:24]([C:14]#[C:13][C:9]2[CH:10]=[CH:11][CH:12]=[C:7]([Cl:6])[CH:8]=2)([OH:27])[CH2:23]1)=[O:21])([CH3:18])([CH3:16])[CH3:17]. (6) Given the reactants C([N:9]1[C:17]2[C:12](=[CH:13][CH:14]=[CH:15][CH:16]=2)[C:11](=[C:18](Cl)[C:19]2[CH:24]=[CH:23][CH:22]=[CH:21][CH:20]=2)[C:10]1=[O:26])(=O)C1C=CC=CC=1.[C:27]([O:31][C:32]([NH:34][CH2:35][C:36]1[CH:37]=[C:38]([CH:40]=[CH:41][CH:42]=1)[NH2:39])=[O:33])([CH3:30])([CH3:29])[CH3:28], predict the reaction product. The product is: [C:27]([O:31][C:32]([NH:34][CH2:35][C:36]1[CH:37]=[C:38]([NH:39]/[C:18](=[C:11]2\[C:10](=[O:26])[NH:9][C:17]3[C:12]\2=[CH:13][CH:14]=[CH:15][CH:16]=3)/[C:19]2[CH:20]=[CH:21][CH:22]=[CH:23][CH:24]=2)[CH:40]=[CH:41][CH:42]=1)=[O:33])([CH3:30])([CH3:28])[CH3:29]. (7) Given the reactants C1(P(C2C=CC=CC=2)C2C=CC=CC=2)C=CC=CC=1.[C:20]1(=[O:30])[C:28]2[C:23](=[CH:24][CH:25]=[CH:26][CH:27]=2)[C:22](=[O:29])[NH:21]1.[CH3:31][C:32]1([CH3:39])[CH2:37][CH2:36][CH:35](O)[CH:34]=[CH:33]1.N(C(OC(C)C)=O)=NC(OC(C)C)=O, predict the reaction product. The product is: [CH3:31][C:32]1([CH3:39])[CH2:37][CH2:36][CH:35]([N:21]2[C:22](=[O:29])[C:23]3[C:28](=[CH:27][CH:26]=[CH:25][CH:24]=3)[C:20]2=[O:30])[CH:34]=[CH:33]1. (8) Given the reactants [CH2:1]([O:3][C:4]([C:6]1[N:7]=[C:8]([N:22]2[CH2:27][CH2:26][CH:25]([OH:28])[CH2:24][CH2:23]2)[N:9]([CH3:21])[C:10](=[O:20])[C:11]=1[O:12]CC1C=CC=CC=1)=[O:5])[CH3:2].[F:29][C:30]([F:35])([F:34])[C:31](O)=[O:32], predict the reaction product. The product is: [CH2:1]([O:3][C:4]([C:6]1[N:7]=[C:8]([N:22]2[CH2:27][CH2:26][CH:25]([O:28][C:31](=[O:32])[C:30]([F:35])([F:34])[F:29])[CH2:24][CH2:23]2)[N:9]([CH3:21])[C:10](=[O:20])[C:11]=1[OH:12])=[O:5])[CH3:2]. (9) Given the reactants [CH3:1][O:2][C:3]1[CH:4]=[C:5]([CH:32]=[CH:33][C:34]=1[O:35][CH3:36])[CH2:6][CH:7]1[C:13]2[CH:14]=[C:15]([O:20][CH3:21])[C:16]([O:18][CH3:19])=[CH:17][C:12]=2[CH2:11][CH2:10][CH2:9][N:8]1[CH:22]([C:26]1[CH:31]=[CH:30][CH:29]=[CH:28][CH:27]=1)[C:23](O)=[O:24].[C:37]([NH:40][CH2:41][CH2:42][NH2:43])(=[O:39])[CH3:38], predict the reaction product. The product is: [C:37]([NH:40][CH2:41][CH2:42][NH:43][C:23](=[O:24])[CH:22]([N:8]1[CH2:9][CH2:10][CH2:11][C:12]2[CH:17]=[C:16]([O:18][CH3:19])[C:15]([O:20][CH3:21])=[CH:14][C:13]=2[CH:7]1[CH2:6][C:5]1[CH:32]=[CH:33][C:34]([O:35][CH3:36])=[C:3]([O:2][CH3:1])[CH:4]=1)[C:26]1[CH:31]=[CH:30][CH:29]=[CH:28][CH:27]=1)(=[O:39])[CH3:38].